The task is: Regression. Given a peptide amino acid sequence and an MHC pseudo amino acid sequence, predict their binding affinity value. This is MHC class I binding data.. This data is from Peptide-MHC class I binding affinity with 185,985 pairs from IEDB/IMGT. (1) The peptide sequence is IVTDSQYAL. The MHC is HLA-B42:01 with pseudo-sequence HLA-B42:01. The binding affinity (normalized) is 0.590. (2) The peptide sequence is PRYTGTNN. The MHC is Mamu-B08 with pseudo-sequence Mamu-B08. The binding affinity (normalized) is 0. (3) The peptide sequence is LEKEEMPTLI. The MHC is HLA-B44:02 with pseudo-sequence HLA-B44:02. The binding affinity (normalized) is 0.250. (4) The peptide sequence is AMLKNLCFY. The MHC is H-2-Db with pseudo-sequence H-2-Db. The binding affinity (normalized) is 0.150. (5) The binding affinity (normalized) is 0. The MHC is HLA-B44:03 with pseudo-sequence HLA-B44:03. The peptide sequence is RPQKRPSCI. (6) The peptide sequence is DHLKEKSSL. The MHC is HLA-B58:01 with pseudo-sequence HLA-B58:01. The binding affinity (normalized) is 0.0847. (7) The peptide sequence is RYPRSVLTF. The MHC is HLA-C07:02 with pseudo-sequence HLA-C07:02. The binding affinity (normalized) is 0.648. (8) The binding affinity (normalized) is 0. The MHC is HLA-A68:02 with pseudo-sequence HLA-A68:02. The peptide sequence is GMFTNRSGFQ. (9) The peptide sequence is RLVPGATYAL. The MHC is HLA-A02:06 with pseudo-sequence HLA-A02:06. The binding affinity (normalized) is 0.378.